Dataset: Full USPTO retrosynthesis dataset with 1.9M reactions from patents (1976-2016). Task: Predict the reactants needed to synthesize the given product. (1) The reactants are: [OH:1][C@H:2]1[CH2:6][NH:5][C@H:4]([C:7]([OH:9])=[O:8])[CH2:3]1.CO.Cl[C:13]([O:15][CH2:16][C:17]1[CH:22]=[CH:21][CH:20]=[CH:19][CH:18]=1)=[O:14].[OH-].[Na+]. Given the product [C:13]([N:5]1[CH2:6][CH:2]([OH:1])[CH2:3][C@H:4]1[C:7]([OH:9])=[O:8])([O:15][CH2:16][C:17]1[CH:22]=[CH:21][CH:20]=[CH:19][CH:18]=1)=[O:14], predict the reactants needed to synthesize it. (2) Given the product [CH:15](=[N:24][NH:25][C:2]1[CH:7]=[C:6]([N:8]2[CH2:13][CH2:12][O:11][CH2:10][CH2:9]2)[N:5]2[N:14]=[C:15]([C:17]3[CH:22]=[CH:21][CH:20]=[CH:19][CH:18]=3)[CH:16]=[C:4]2[N:3]=1)[C:17]1[CH:22]=[CH:21][CH:20]=[CH:19][CH:18]=1, predict the reactants needed to synthesize it. The reactants are: Cl[C:2]1[CH:7]=[C:6]([N:8]2[CH2:13][CH2:12][O:11][CH2:10][CH2:9]2)[N:5]2[N:14]=[C:15]([C:17]3[CH:22]=[CH:21][CH:20]=[CH:19][CH:18]=3)[CH:16]=[C:4]2[N:3]=1.O.[NH2:24][NH2:25].